Dataset: Forward reaction prediction with 1.9M reactions from USPTO patents (1976-2016). Task: Predict the product of the given reaction. Given the reactants C1(C)C=CC(S(O)(=O)=O)=CC=1.[CH3:12][O:13][C:14]1[CH:19]=[CH:18][CH:17]=[CH:16][C:15]=1[C:20]1[CH:29]=[C:28](O)[C:27]2[C:22](=[CH:23][CH:24]=[CH:25][CH:26]=2)[N:21]=1.P(Cl)(Cl)([Cl:33])=O, predict the reaction product. The product is: [Cl:33][C:28]1[C:27]2[C:22](=[CH:23][CH:24]=[CH:25][CH:26]=2)[N:21]=[C:20]([C:15]2[CH:16]=[CH:17][CH:18]=[CH:19][C:14]=2[O:13][CH3:12])[CH:29]=1.